This data is from Forward reaction prediction with 1.9M reactions from USPTO patents (1976-2016). The task is: Predict the product of the given reaction. Given the reactants C(O)C.[N+]([O-])(O)=O.[NH2:8][C:9]1[CH:26]=[CH:25][C:24]([O:27][C:28]([F:31])([F:30])[F:29])=[CH:23][C:10]=1[C:11]([NH:13][CH2:14][C:15]([NH:17][C@@H:18]1[CH2:22][CH2:21][NH:20][CH2:19]1)=[O:16])=[O:12].C(=O)([O-])[O-].[K+].[K+].[CH3:38][C:39]1[CH:44]=[CH:43][C:42]2[C:45]([CH2:48]N(C)C)=[CH:46][NH:47][C:41]=2[CH:40]=1, predict the reaction product. The product is: [NH2:8][C:9]1[CH:26]=[CH:25][C:24]([O:27][C:28]([F:31])([F:29])[F:30])=[CH:23][C:10]=1[C:11]([NH:13][CH2:14][C:15]([NH:17][C@@H:18]1[CH2:22][CH2:21][N:20]([CH2:48][C:45]2[C:42]3[C:41](=[CH:40][C:39]([CH3:38])=[CH:44][CH:43]=3)[NH:47][CH:46]=2)[CH2:19]1)=[O:16])=[O:12].